From a dataset of Catalyst prediction with 721,799 reactions and 888 catalyst types from USPTO. Predict which catalyst facilitates the given reaction. (1) The catalyst class is: 74. Product: [CH3:9][NH:8][C:6](=[O:7])[C:5]1[C:10]([C:12]2[CH:17]=[CH:16][CH:15]=[CH:14][C:13]=2[CH3:18])=[CH:11][C:2]([N:23]2[CH2:24][CH2:25][N:20]([CH3:19])[CH2:21][CH2:22]2)=[N:3][CH:4]=1. Reactant: Cl[C:2]1[CH:11]=[C:10]([C:12]2[CH:17]=[CH:16][CH:15]=[CH:14][C:13]=2[CH3:18])[C:5]([C:6]([NH:8][CH3:9])=[O:7])=[CH:4][N:3]=1.[CH3:19][N:20]1[CH2:25][CH2:24][NH:23][CH2:22][CH2:21]1. (2) Reactant: C1(P(C2C=CC=CC=2)C2C=CC=CC=2)C=CC=CC=1.[C:20]([Br:24])(Br)(Br)Br.[CH2:25]([O:32][C:33]1[CH:60]=[CH:59][C:58]([CH2:61]CO)=[CH:57][C:34]=1[C:35]([NH:37][C:38]1[CH:50]=[C:49]([C:51]2[CH:56]=[CH:55][CH:54]=[CH:53][CH:52]=2)[CH:48]=[CH:47][C:39]=1[C:40]([O:42][C:43]([CH3:46])([CH3:45])[CH3:44])=[O:41])=[O:36])[C:26]1[CH:31]=[CH:30][CH:29]=[CH:28][CH:27]=1. Product: [CH2:25]([O:32][C:33]1[CH:60]=[CH:59][C:58]([CH2:61][CH2:20][Br:24])=[CH:57][C:34]=1[C:35]([NH:37][C:38]1[CH:50]=[C:49]([C:51]2[CH:56]=[CH:55][CH:54]=[CH:53][CH:52]=2)[CH:48]=[CH:47][C:39]=1[C:40]([O:42][C:43]([CH3:46])([CH3:45])[CH3:44])=[O:41])=[O:36])[C:26]1[CH:27]=[CH:28][CH:29]=[CH:30][CH:31]=1. The catalyst class is: 2. (3) Reactant: [F:1][C:2]1[CH:7]=[CH:6][C:5]([C:8]2[O:9][C:10]3[CH:20]=[C:19]([N:21]([CH3:26])[S:22]([CH3:25])(=[O:24])=[O:23])[C:18]([C:27]4[CH:28]=[N:29][CH:30]=[C:31]([CH:36]=4)[C:32]([O:34][CH3:35])=[O:33])=[CH:17][C:11]=3[C:12]=2[C:13](=[O:16])[NH:14][CH3:15])=[CH:4][CH:3]=1.CC(O)=O.OCC1(OC[C@@H](O)[C@@H](O)[C@H]1O)O. Product: [F:1][C:2]1[CH:7]=[CH:6][C:5]([C:8]2[O:9][C:10]3[CH:20]=[C:19]([N:21]([CH3:26])[S:22]([CH3:25])(=[O:23])=[O:24])[C:18]([CH:27]4[CH2:28][NH:29][CH2:30][CH:31]([C:32]([O:34][CH3:35])=[O:33])[CH2:36]4)=[CH:17][C:11]=3[C:12]=2[C:13](=[O:16])[NH:14][CH3:15])=[CH:4][CH:3]=1. The catalyst class is: 458. (4) The catalyst class is: 7. Product: [C:13]([C:12]1[N:11]([CH:15]2[CH2:20][CH2:19][N:18]([C:21]([O:23][CH:24]([CH3:26])[CH3:25])=[O:22])[CH2:17][CH2:16]2)[N:10]=[CH:9][C:8]=1[CH2:7][O:6][C:5]1[CH:27]=[CH:28][C:2]([P:30]([O:33][CH3:34])([O:31][CH3:32])=[O:35])=[CH:3][C:4]=1[F:29])#[N:14]. Reactant: Br[C:2]1[CH:28]=[CH:27][C:5]([O:6][CH2:7][C:8]2[CH:9]=[N:10][N:11]([CH:15]3[CH2:20][CH2:19][N:18]([C:21]([O:23][CH:24]([CH3:26])[CH3:25])=[O:22])[CH2:17][CH2:16]3)[C:12]=2[C:13]#[N:14])=[C:4]([F:29])[CH:3]=1.[P:30]([O-:35])([O:33][CH3:34])[O:31][CH3:32].C(N(CC)CC)C. (5) Reactant: [C:1]1([CH3:12])[CH:6]=[CH:5][CH:4]=[C:3]([C:7]2([C:10]#[N:11])CC2)[CH:2]=1. Product: [C:1]1([CH3:12])[CH:6]=[CH:5][CH:4]=[C:3]([CH2:7][C:10]#[N:11])[CH:2]=1. The catalyst class is: 425. (6) Reactant: [C:1]([C:5]1[CH:9]=[C:8]([NH:10][C:11](=[O:19])OC2C=CC=CC=2)[N:7]([C:20]2[CH:25]=[CH:24][C:23]([O:26][CH3:27])=[CH:22][CH:21]=2)[N:6]=1)([CH3:4])([CH3:3])[CH3:2].[Cl:28][C:29]1[N:34]=[C:33]([O:35][C:36]2[C:45]3[C:40](=[CH:41][CH:42]=[CH:43][CH:44]=3)[C:39]([NH2:46])=[CH:38][CH:37]=2)[CH:32]=[CH:31][N:30]=1.CCN(CC)CC. Product: [C:1]([C:5]1[CH:9]=[C:8]([NH:10][C:11]([NH:46][C:39]2[C:40]3[C:45](=[CH:44][CH:43]=[CH:42][CH:41]=3)[C:36]([O:35][C:33]3[CH:32]=[CH:31][N:30]=[C:29]([Cl:28])[N:34]=3)=[CH:37][CH:38]=2)=[O:19])[N:7]([C:20]2[CH:21]=[CH:22][C:23]([O:26][CH3:27])=[CH:24][CH:25]=2)[N:6]=1)([CH3:2])([CH3:3])[CH3:4]. The catalyst class is: 480. (7) Reactant: C[C:2]1[CH:10]=[CH:9][C:5](C([O-])=O)=[C:4]([F:11])[C:3]=1Br.[NH:13]1[C:17](B(O)O)=[CH:16][CH:15]=[N:14]1.[C:21]([O-:24])(O)=[O:22].[Na+].[CH3:26]OCCOC. Product: [F:11][C:4]1[CH:3]=[CH:2][C:10]([C:17]2[NH:13][N:14]=[CH:15][CH:16]=2)=[C:9]([CH:5]=1)[C:21]([O:24][CH3:26])=[O:22]. The catalyst class is: 6. (8) Reactant: S(Cl)(Cl)=O.[Cl:5][C:6]1[C:11]([Cl:12])=[CH:10][CH:9]=[CH:8][C:7]=1[S:13][C:14]1[S:18][C:17]([C:19](O)=[O:20])=[CH:16][C:15]=1[N+:22]([O-:24])=[O:23].[CH3:25][NH2:26]. Product: [Cl:5][C:6]1[C:11]([Cl:12])=[CH:10][CH:9]=[CH:8][C:7]=1[S:13][C:14]1[S:18][C:17]([C:19]([NH:26][CH3:25])=[O:20])=[CH:16][C:15]=1[N+:22]([O-:24])=[O:23]. The catalyst class is: 857.